This data is from Peptide-MHC class I binding affinity with 185,985 pairs from IEDB/IMGT. The task is: Regression. Given a peptide amino acid sequence and an MHC pseudo amino acid sequence, predict their binding affinity value. This is MHC class I binding data. (1) The binding affinity (normalized) is 0.780. The peptide sequence is KVAGFAKFLK. The MHC is HLA-A11:01 with pseudo-sequence HLA-A11:01. (2) The peptide sequence is LPMFECNEYL. The MHC is Mamu-B17 with pseudo-sequence Mamu-B17. The binding affinity (normalized) is 0.362. (3) The peptide sequence is FYPEKSTVI. The MHC is HLA-A26:01 with pseudo-sequence HLA-A26:01. The binding affinity (normalized) is 0.0847. (4) The peptide sequence is ELPQRETWT. The MHC is Mamu-A01 with pseudo-sequence Mamu-A01. The binding affinity (normalized) is 0. (5) The peptide sequence is VYAKECTGL. The MHC is H-2-Kd with pseudo-sequence H-2-Kd. The binding affinity (normalized) is 0.550. (6) The peptide sequence is QPQQLPQFEEI. The MHC is HLA-B51:01 with pseudo-sequence HLA-B51:01. The binding affinity (normalized) is 0.117. (7) The peptide sequence is DAYRRIHSL. The MHC is HLA-B27:05 with pseudo-sequence HLA-B27:05. The binding affinity (normalized) is 0.0847. (8) The peptide sequence is VTTEVAFGL. The MHC is HLA-B08:01 with pseudo-sequence HLA-B08:01. The binding affinity (normalized) is 0.0847. (9) The peptide sequence is WQQWDRQSL. The MHC is HLA-A80:01 with pseudo-sequence HLA-A80:01. The binding affinity (normalized) is 0.0847. (10) The peptide sequence is EFCDMLRL. The MHC is H-2-Kd with pseudo-sequence H-2-Kd. The binding affinity (normalized) is 0.213.